Dataset: Forward reaction prediction with 1.9M reactions from USPTO patents (1976-2016). Task: Predict the product of the given reaction. (1) Given the reactants [CH2:1]1[O:6][C:4](=[O:5])[NH:3][C@@H:2]1[CH2:7][C:8]1[CH:13]=[CH:12][CH:11]=[CH:10][CH:9]=1.[Li]CCCC.[Br:19][CH2:20][C:21](Br)=[O:22].CCOC(C)=O.CCCCCC, predict the reaction product. The product is: [CH2:7]([C@@H:2]1[CH2:1][O:6][C:4](=[O:5])[N:3]1[C:21](=[O:22])[CH2:20][Br:19])[C:8]1[CH:9]=[CH:10][CH:11]=[CH:12][CH:13]=1. (2) Given the reactants [F:1][C:2]1[CH:7]=[C:6]([F:8])[C:5]([F:9])=[CH:4][C:3]=1B(O)O.Cl[C:14]1[CH:19]=[C:18](Cl)[N:17]=[CH:16][N:15]=1.[IH:21], predict the reaction product. The product is: [I:21][C:14]1[CH:19]=[C:18]([C:3]2[CH:4]=[C:5]([F:9])[C:6]([F:8])=[CH:7][C:2]=2[F:1])[N:17]=[CH:16][N:15]=1. (3) Given the reactants [S:1]1[CH:5]=[CH:4][CH:3]=[C:2]1[CH:6]=O.[CH3:8][O:9][CH2:10][CH2:11][NH2:12].[C:13]1(=[O:24])[O:19][C:17](=O)[C:16]2=[CH:20][CH:21]=[CH:22][CH:23]=[C:15]2[CH2:14]1.[CH3:25][C:26]1[O:30][N:29]=[C:28]([NH2:31])[CH:27]=1, predict the reaction product. The product is: [CH3:8][O:9][CH2:10][CH2:11][N:12]1[CH:6]([C:2]2[S:1][CH:5]=[CH:4][CH:3]=2)[CH:14]([C:13]([NH:31][C:28]2[CH:27]=[C:26]([CH3:25])[O:30][N:29]=2)=[O:24])[C:15]2[C:16](=[CH:20][CH:21]=[CH:22][CH:23]=2)[C:17]1=[O:19]. (4) Given the reactants [Br:1][C:2]1[CH:3]=[CH:4][C:5]([O:15][CH2:16][C:17]2[CH:22]=[CH:21][C:20]([F:23])=[CH:19][CH:18]=2)=[C:6]([C:8](=O)[CH2:9][CH2:10][C:11](=O)[CH3:12])[CH:7]=1.[CH3:24][O:25][C:26](=[O:38])[C:27]1[CH:32]=[C:31]([C:33]([F:36])([F:35])[F:34])[CH:30]=[C:29]([NH2:37])[CH:28]=1.CC1C=CC(S(O)(=O)=O)=CC=1, predict the reaction product. The product is: [CH3:24][O:25][C:26](=[O:38])[C:27]1[CH:32]=[C:31]([C:33]([F:36])([F:35])[F:34])[CH:30]=[C:29]([N:37]2[C:11]([CH3:12])=[CH:10][CH:9]=[C:8]2[C:6]2[CH:7]=[C:2]([Br:1])[CH:3]=[CH:4][C:5]=2[O:15][CH2:16][C:17]2[CH:22]=[CH:21][C:20]([F:23])=[CH:19][CH:18]=2)[CH:28]=1. (5) Given the reactants S(Cl)([Cl:3])=O.[F:5][C@H:6]1[CH2:10][CH2:9][N:8]([CH2:11][CH2:12][CH2:13]O)[CH2:7]1, predict the reaction product. The product is: [Cl:3][CH2:13][CH2:12][CH2:11][N:8]1[CH2:9][CH2:10][C@H:6]([F:5])[CH2:7]1. (6) Given the reactants [CH3:1][N:2]([CH3:33])[C:3]([C:5]1[CH:10]=[CH:9][C:8]([C:11]2[CH2:16][CH2:15][CH:14]([O:17][CH2:18][CH:19]3[CH2:24][CH2:23][N:22]([C:25]([O:27][C:28]([CH3:31])([CH3:30])[CH3:29])=[O:26])[CH2:21][CH2:20]3)[CH2:13][CH:12]=2)=[C:7]([F:32])[CH:6]=1)=[O:4], predict the reaction product. The product is: [CH3:33][N:2]([CH3:1])[C:3]([C:5]1[CH:10]=[CH:9][C:8]([CH:11]2[CH2:16][CH2:15][CH:14]([O:17][CH2:18][CH:19]3[CH2:20][CH2:21][N:22]([C:25]([O:27][C:28]([CH3:29])([CH3:30])[CH3:31])=[O:26])[CH2:23][CH2:24]3)[CH2:13][CH2:12]2)=[C:7]([F:32])[CH:6]=1)=[O:4].